This data is from NCI-60 drug combinations with 297,098 pairs across 59 cell lines. The task is: Regression. Given two drug SMILES strings and cell line genomic features, predict the synergy score measuring deviation from expected non-interaction effect. (1) Drug 1: CC1C(C(CC(O1)OC2CC(CC3=C2C(=C4C(=C3O)C(=O)C5=C(C4=O)C(=CC=C5)OC)O)(C(=O)C)O)N)O.Cl. Synergy scores: CSS=2.43, Synergy_ZIP=-4.49, Synergy_Bliss=-7.32, Synergy_Loewe=-17.5, Synergy_HSA=-8.50. Drug 2: CN(C)N=NC1=C(NC=N1)C(=O)N. Cell line: HCC-2998. (2) Drug 1: CN(C)N=NC1=C(NC=N1)C(=O)N. Drug 2: CN1C(=O)N2C=NC(=C2N=N1)C(=O)N. Cell line: SK-OV-3. Synergy scores: CSS=3.04, Synergy_ZIP=-0.725, Synergy_Bliss=-0.873, Synergy_Loewe=-4.71, Synergy_HSA=-2.90. (3) Cell line: NCI-H322M. Synergy scores: CSS=20.5, Synergy_ZIP=1.55, Synergy_Bliss=6.83, Synergy_Loewe=5.57, Synergy_HSA=6.81. Drug 2: C(CCl)NC(=O)N(CCCl)N=O. Drug 1: C1CNP(=O)(OC1)N(CCCl)CCCl. (4) Cell line: MCF7. Drug 2: CS(=O)(=O)OCCCCOS(=O)(=O)C. Synergy scores: CSS=7.77, Synergy_ZIP=5.20, Synergy_Bliss=0.934, Synergy_Loewe=-5.50, Synergy_HSA=2.16. Drug 1: COC1=C(C=C2C(=C1)N=CN=C2NC3=CC(=C(C=C3)F)Cl)OCCCN4CCOCC4.